From a dataset of Peptide-MHC class I binding affinity with 185,985 pairs from IEDB/IMGT. Regression. Given a peptide amino acid sequence and an MHC pseudo amino acid sequence, predict their binding affinity value. This is MHC class I binding data. (1) The peptide sequence is DIRDKYMEL. The MHC is HLA-A02:06 with pseudo-sequence HLA-A02:06. The binding affinity (normalized) is 0.114. (2) The peptide sequence is TTRYKYLNK. The MHC is HLA-A31:01 with pseudo-sequence HLA-A31:01. The binding affinity (normalized) is 0.443. (3) The peptide sequence is SMAVAARKKL. The MHC is HLA-A02:03 with pseudo-sequence HLA-A02:03. The binding affinity (normalized) is 0.413. (4) The peptide sequence is ELAELLEMKY. The MHC is HLA-A03:01 with pseudo-sequence HLA-A03:01. The binding affinity (normalized) is 0.116. (5) The binding affinity (normalized) is 0.741. The MHC is HLA-A68:02 with pseudo-sequence HLA-A68:02. The peptide sequence is FLLPSLATV. (6) The peptide sequence is NVIGLIVIL. The MHC is HLA-A02:03 with pseudo-sequence HLA-A02:03. The binding affinity (normalized) is 0.281.